Predict the product of the given reaction. From a dataset of Forward reaction prediction with 1.9M reactions from USPTO patents (1976-2016). Given the reactants [CH2:1]([O:3][C:4]1[C:11]([O:12][CH2:13][CH3:14])=[CH:10][C:7]([CH:8]=O)=[C:6]([N+]([O-])=O)[C:5]=1[N+:18]([O-:20])=[O:19])[CH3:2].[CH3:21]N(C)C=O.C[CH:27]([SH:31])[C:28]([O-:30])=[O:29], predict the reaction product. The product is: [CH3:21][O:30][C:28]([C:27]1[S:31][C:6]2[C:5]([N+:18]([O-:20])=[O:19])=[C:4]([O:3][CH2:1][CH3:2])[C:11]([O:12][CH2:13][CH3:14])=[CH:10][C:7]=2[CH:8]=1)=[O:29].